Task: Predict the reaction yield, written as a fraction of the theoretical maximum amount of product (1.0 means a 100% yield; for example, 0.34 means a 34% yield).. Dataset: Reaction yield outcomes from USPTO patents with 853,638 reactions (1) The reactants are Cl[C:2]1[CH:11]=[CH:10][C:9]2[CH:8]([NH:12][C:13]3[CH:14]=[N:15][CH:16]=[CH:17][CH:18]=3)[C:7]([C:20]([F:23])([F:22])[F:21])([OH:19])[CH2:6][C:5]([CH3:25])([CH3:24])[C:4]=2[C:3]=1[OH:26].[C-:27]#[N:28].[Na+].O. The catalyst is CN1CCCC1=O.C(OCC)(=O)C.[Ni](Br)Br. The product is [OH:26][C:3]1[C:4]2[C:5]([CH3:25])([CH3:24])[CH2:6][C:7]([OH:19])([C:20]([F:23])([F:22])[F:21])[CH:8]([NH:12][C:13]3[CH:14]=[N:15][CH:16]=[CH:17][CH:18]=3)[C:9]=2[CH:10]=[CH:11][C:2]=1[C:27]#[N:28]. The yield is 0.192. (2) The reactants are [C:1]([O:5][C:6](=[O:38])[NH:7][C:8]1([C:16]#[C:17][C:18]2[CH:23]=[CH:22][CH:21]=[C:20]([C:24]#[C:25][C:26]3[CH:31]=[C:30]([O:32][CH3:33])[C:29]([O:34][CH3:35])=[C:28]([O:36][CH3:37])[CH:27]=3)[CH:19]=2)[CH2:13][O:12][C:11]([CH3:15])([CH3:14])[O:10][CH2:9]1)([CH3:4])([CH3:3])[CH3:2]. The catalyst is CCO.[Pd]. The product is [C:1]([O:5][C:6](=[O:38])[NH:7][C:8]1([CH2:16][CH2:17][C:18]2[CH:23]=[CH:22][CH:21]=[C:20]([CH2:24][CH2:25][C:26]3[CH:27]=[C:28]([O:36][CH3:37])[C:29]([O:34][CH3:35])=[C:30]([O:32][CH3:33])[CH:31]=3)[CH:19]=2)[CH2:9][O:10][C:11]([CH3:15])([CH3:14])[O:12][CH2:13]1)([CH3:3])([CH3:2])[CH3:4]. The yield is 0.700. (3) The reactants are [CH2:1]([O:3][C:4]([C:6]1[CH:7]=[N:8][C:9]2[C:14]([C:15]=1Cl)=[CH:13][CH:12]=[CH:11][C:10]=2[Cl:17])=[O:5])[CH3:2].[CH:18]1([NH2:23])[CH2:22][CH2:21][CH2:20][CH2:19]1. No catalyst specified. The product is [CH2:1]([O:3][C:4]([C:6]1[CH:7]=[N:8][C:9]2[C:14]([C:15]=1[NH:23][CH:18]1[CH2:22][CH2:21][CH2:20][CH2:19]1)=[CH:13][CH:12]=[CH:11][C:10]=2[Cl:17])=[O:5])[CH3:2]. The yield is 1.00. (4) The reactants are [Br:1][CH2:2][CH2:3][CH2:4][CH2:5][CH2:6][CH2:7][O:8][C:9]1[CH:10]=[C:11]([C:15]([NH2:17])=[O:16])[CH:12]=[CH:13][CH:14]=1.[C:18]1([P:24]([C:31]2[CH:36]=[CH:35][CH:34]=[CH:33][CH:32]=2)[C:25]2[CH:30]=[CH:29][CH:28]=[CH:27][CH:26]=2)[CH:23]=[CH:22][CH:21]=[CH:20][CH:19]=1. The catalyst is CC#N. The product is [Br-:1].[NH2:17][C:15]([C:11]1[CH:10]=[C:9]([CH:14]=[CH:13][CH:12]=1)[O:8][CH2:7][CH2:6][CH2:5][CH2:4][CH2:3][CH2:2][P+:24]([C:25]1[CH:26]=[CH:27][CH:28]=[CH:29][CH:30]=1)([C:31]1[CH:36]=[CH:35][CH:34]=[CH:33][CH:32]=1)[C:18]1[CH:19]=[CH:20][CH:21]=[CH:22][CH:23]=1)=[O:16]. The yield is 1.00. (5) The reactants are [Br:1][C:2]1[CH:14]=[CH:13][C:12]2[C:11]3[C:6](=[CH:7][C:8](Br)=[CH:9][CH:10]=3)[C:5]([CH3:17])([CH3:16])[C:4]=2[CH:3]=1.[CH3:18][O:19][C:20]1[CH:21]=[CH:22][C:23](B(O)O)=[C:24]([C:26]2[CH:31]=[CH:30][CH:29]=[CH:28][CH:27]=2)[CH:25]=1.C([O-])([O-])=O.[Na+].[Na+].CCO. The catalyst is C1C=CC([P]([Pd]([P](C2C=CC=CC=2)(C2C=CC=CC=2)C2C=CC=CC=2)([P](C2C=CC=CC=2)(C2C=CC=CC=2)C2C=CC=CC=2)[P](C2C=CC=CC=2)(C2C=CC=CC=2)C2C=CC=CC=2)(C2C=CC=CC=2)C2C=CC=CC=2)=CC=1.C1(C)C=CC=CC=1. The product is [Br:1][C:2]1[CH:14]=[CH:13][C:12]2[C:7]3[C:6](=[CH:11][C:10]([C:23]4[CH:22]=[CH:21][C:20]([O:19][CH3:18])=[CH:25][C:24]=4[C:26]4[CH:27]=[CH:28][CH:29]=[CH:30][CH:31]=4)=[CH:9][CH:8]=3)[C:5]([CH3:16])([CH3:17])[C:4]=2[CH:3]=1. The yield is 0.750.